Dataset: Reaction yield outcomes from USPTO patents with 853,638 reactions. Task: Predict the reaction yield, written as a fraction of the theoretical maximum amount of product (1.0 means a 100% yield; for example, 0.34 means a 34% yield). The reactants are [NH2:1][C:2]1[C:7]([F:8])=[C:6]([C:9]([CH3:12])([CH3:11])[CH3:10])[N:5]=[C:4]([CH:13]=[O:14])[CH:3]=1.[Cl:15]N1C(C)(C)C(=O)N(Cl)C1=O. No catalyst specified. The product is [NH2:1][C:2]1[C:7]([F:8])=[C:6]([C:9]([CH3:11])([CH3:10])[CH3:12])[N:5]=[C:4]([CH:13]=[O:14])[C:3]=1[Cl:15]. The yield is 0.705.